From a dataset of Forward reaction prediction with 1.9M reactions from USPTO patents (1976-2016). Predict the product of the given reaction. (1) Given the reactants [N:1]1[C:9]2[CH2:8][CH2:7][NH:6][CH2:5][C:4]=2[S:3][C:2]=1[NH:10][C:11]([C:13]1[C:18]2[NH:19][C:20]([NH:22][C:23]([C:25]3[N:26]=[CH:27][C:28]4[C:33]([CH:34]=3)=[CH:32][CH:31]=[CH:30][CH:29]=4)=[O:24])=[N:21][C:17]=2[CH:16]=[CH:15][CH:14]=1)=[O:12].N1C=CC=CC=1.[C:41](Cl)(=[O:48])[C:42]1[CH:47]=[CH:46][CH:45]=[CH:44][CH:43]=1, predict the reaction product. The product is: [C:41]([N:6]1[CH2:7][CH2:8][C:9]2[N:1]=[C:2]([NH:10][C:11]([C:13]3[C:18]4[N:19]=[C:20]([NH:22][C:23]([C:25]5[N:26]=[CH:27][C:28]6[C:33]([CH:34]=5)=[CH:32][CH:31]=[CH:30][CH:29]=6)=[O:24])[NH:21][C:17]=4[CH:16]=[CH:15][CH:14]=3)=[O:12])[S:3][C:4]=2[CH2:5]1)(=[O:48])[C:42]1[CH:47]=[CH:46][CH:45]=[CH:44][CH:43]=1. (2) Given the reactants C1(C)C=CC(S([O-])(=O)=O)=CC=1.[CH2:12]([N+:16]1[C:24]2[CH:23]=[CH:22][C:21]3[CH:25]=[CH:26][CH:27]=[CH:28][C:20]=3[C:19]=2[C:18]([CH3:30])([CH3:29])[C:17]=1[CH:31]=[CH:32][C:33]1[CH2:37][CH2:36][C:35](=[CH:38][CH:39]=[C:40]2[C:48]([CH3:50])([CH3:49])[C:47]3[C:46]4[CH:51]=[CH:52][CH:53]=[CH:54][C:45]=4[CH:44]=[CH:43][C:42]=3[N:41]2[CH2:55][CH2:56][CH2:57][CH3:58])[C:34]=1[S:59]([C:62]1[CH:67]=[CH:66][CH:65]=[CH:64][CH:63]=1)(=[O:61])=[O:60])[CH2:13][CH2:14][CH3:15].[F:68][C:69]([F:84])([S:80]([O-:83])(=[O:82])=[O:81])[C:70]([F:79])([F:78])[C:71]([F:77])([F:76])[C:72]([F:75])([F:74])[F:73].[K+].C(C(C)=O)C(C)C, predict the reaction product. The product is: [F:84][C:69]([F:68])([S:80]([O-:83])(=[O:82])=[O:81])[C:70]([F:78])([F:79])[C:71]([F:77])([F:76])[C:72]([F:75])([F:74])[F:73].[CH2:12]([N+:16]1[C:24]2[CH:23]=[CH:22][C:21]3[CH:25]=[CH:26][CH:27]=[CH:28][C:20]=3[C:19]=2[C:18]([CH3:29])([CH3:30])[C:17]=1[CH:31]=[CH:32][C:33]1[CH2:37][CH2:36][C:35](=[CH:38][CH:39]=[C:40]2[C:48]([CH3:49])([CH3:50])[C:47]3[C:46]4[CH:51]=[CH:52][CH:53]=[CH:54][C:45]=4[CH:44]=[CH:43][C:42]=3[N:41]2[CH2:55][CH2:56][CH2:57][CH3:58])[C:34]=1[S:59]([C:62]1[CH:63]=[CH:64][CH:65]=[CH:66][CH:67]=1)(=[O:61])=[O:60])[CH2:13][CH2:14][CH3:15]. (3) Given the reactants [F:1][C:2]1[CH:11]=[C:10]([F:12])[CH:9]=[C:8]2[C:3]=1[C:4]([NH:20][C:21]1[CH:22]=[N:23][CH:24]=[C:25]([N:27]3[CH2:32][CH2:31][O:30][CH2:29][CH2:28]3)[CH:26]=1)=[C:5]([CH3:19])[C:6]([N:13]1[CH2:18][CH2:17][NH:16][CH2:15][CH2:14]1)=[N:7]2.[CH:33](=O)[CH3:34].C(O[BH-](OC(=O)C)OC(=O)C)(=O)C.[Na+].C([BH3-])#N.[Na+], predict the reaction product. The product is: [CH2:33]([N:16]1[CH2:15][CH2:14][N:13]([C:6]2[C:5]([CH3:19])=[C:4]([NH:20][C:21]3[CH:22]=[N:23][CH:24]=[C:25]([N:27]4[CH2:32][CH2:31][O:30][CH2:29][CH2:28]4)[CH:26]=3)[C:3]3[C:8](=[CH:9][C:10]([F:12])=[CH:11][C:2]=3[F:1])[N:7]=2)[CH2:18][CH2:17]1)[CH3:34].